From a dataset of Catalyst prediction with 721,799 reactions and 888 catalyst types from USPTO. Predict which catalyst facilitates the given reaction. (1) Reactant: [C:1]([CH:3]=[CH:4][CH2:5][CH2:6][C@H:7]([NH:10][C:11](=[O:17])[O:12][C:13]([CH3:16])([CH3:15])[CH3:14])[CH2:8][OH:9])#[N:2].C[O-].[Na+].COC(C)(C)C. Product: [C:1]([CH2:3][CH:4]1[O:9][CH2:8][C@@H:7]([NH:10][C:11](=[O:17])[O:12][C:13]([CH3:14])([CH3:16])[CH3:15])[CH2:6][CH2:5]1)#[N:2]. The catalyst class is: 220. (2) Reactant: [H-].[Na+].[CH2:3]([O:11][CH2:12][C:13]([CH2:18][O:19][CH2:20][CH2:21][CH2:22][CH2:23][CH2:24][CH2:25][CH2:26][CH3:27])([CH2:16][OH:17])[CH2:14][OH:15])[CH2:4][CH2:5][CH2:6][CH2:7][CH2:8][CH2:9][CH3:10].Cl.Cl[CH2:30][CH2:31][CH2:32][N:33]([CH3:35])[CH3:34]. Product: [CH3:34][N:33]([CH3:35])[CH2:32][CH2:31][CH2:30][O:15][CH2:14][C:13]([CH2:12][O:11][CH2:3][CH2:4][CH2:5][CH2:6][CH2:7][CH2:8][CH2:9][CH3:10])([CH2:18][O:19][CH2:20][CH2:21][CH2:22][CH2:23][CH2:24][CH2:25][CH2:26][CH3:27])[CH2:16][O:17][CH2:30][CH2:31][CH2:32][N:33]([CH3:35])[CH3:34]. The catalyst class is: 3.